This data is from Forward reaction prediction with 1.9M reactions from USPTO patents (1976-2016). The task is: Predict the product of the given reaction. (1) Given the reactants [F:1][C:2]1[CH:7]=[C:6]([F:8])[CH:5]=[CH:4][C:3]=1[C@:9]12[CH2:18][O:17][C@@H:16]([C:19]3[O:20][CH:21]=[C:22]([CH3:24])[N:23]=3)[CH2:15][C@H:14]1[CH2:13][S:12][C:11]([NH:25]C(=O)C1C=CC=CC=1)=[N:10]2.N12CCCN=C1CCCCC2.C(=O)(O)[O-].[Na+], predict the reaction product. The product is: [F:1][C:2]1[CH:7]=[C:6]([F:8])[CH:5]=[CH:4][C:3]=1[C@:9]12[CH2:18][O:17][C@@H:16]([C:19]3[O:20][CH:21]=[C:22]([CH3:24])[N:23]=3)[CH2:15][C@H:14]1[CH2:13][S:12][C:11]([NH2:25])=[N:10]2. (2) Given the reactants [CH2:1]([O:8][C:9](=[O:26])[NH:10][C:11]1[CH:16]=[CH:15][C:14]([O:17][C:18]2[C:23]([NH2:24])=[CH:22][N:21]=[C:20]([Cl:25])[N:19]=2)=[CH:13][CH:12]=1)[C:2]1[CH:7]=[CH:6][CH:5]=[CH:4][CH:3]=1.ClC1N=[C:32]([O:34][C:35]2[CH:40]=[CH:39][C:38]([O:41]C)=[CH:37][CH:36]=2)C(N)=CN=1.C(OC(=O)NC1C=CC(O)=CC=1)C1C=CC=CC=1, predict the reaction product. The product is: [CH3:32][O:34][C:35]1[CH:40]=[CH:39][C:38]([OH:41])=[CH:37][CH:36]=1.[CH2:1]([O:8][C:9](=[O:26])[NH:10][C:11]1[CH:12]=[CH:13][C:14]([O:17][C:18]2[C:23]([NH2:24])=[CH:22][N:21]=[C:20]([Cl:25])[N:19]=2)=[CH:15][CH:16]=1)[C:2]1[CH:3]=[CH:4][CH:5]=[CH:6][CH:7]=1. (3) Given the reactants [Cl-].[S:2]1[CH2:6][CH2:5][CH2:4][CH:3]1[P+](C1C=CC=CC=1)(C1C=CC=CC=1)C1C=CC=CC=1.C([Li])CCC.[CH:31]([C:33]1[CH:38]=[CH:37][C:36]([CH:39]([CH3:45])[C:40]([O:42][CH2:43][CH3:44])=[O:41])=[CH:35][CH:34]=1)=O, predict the reaction product. The product is: [S:2]1[CH2:6][CH2:5][CH2:4][C:3]1=[CH:31][C:33]1[CH:38]=[CH:37][C:36]([CH:39]([CH3:45])[C:40]([O:42][CH2:43][CH3:44])=[O:41])=[CH:35][CH:34]=1. (4) The product is: [CH:46]([C:2]1[CH:3]=[C:4]([C:13]([O:15][CH2:16][CH3:17])=[O:14])[CH:5]=[C:6]([CH:12]=1)[C:7]([O:9][CH2:10][CH3:11])=[O:8])=[O:47]. Given the reactants O[C:2]1[CH:3]=[C:4]([C:13]([O:15][CH2:16][CH3:17])=[O:14])[CH:5]=[C:6]([CH:12]=1)[C:7]([O:9][CH2:10][CH3:11])=[O:8].O=[N+]([O-])[O-].[O-][N+](=O)[O-].[O-][N+](=O)[O-].[O-][N+](=O)[O-].[O-][N+](=O)[O-].[O-][N+](=O)[O-].[Ce+4].[NH4+].[NH4+].C[C:46](O)=[O:47], predict the reaction product. (5) Given the reactants [Br:1][C:2]1[CH:3]=[C:4]([C:7]([O:9][CH3:10])=[O:8])[NH:5][CH:6]=1.[Cl:11][C:12]1[CH:17]=[C:16]([N+:18]([O-:20])=[O:19])[CH:15]=[CH:14][C:13]=1F.C(=O)([O-])[O-].[K+].[K+], predict the reaction product. The product is: [Br:1][C:2]1[CH:3]=[C:4]([C:7]([O:9][CH3:10])=[O:8])[N:5]([C:13]2[CH:14]=[CH:15][C:16]([N+:18]([O-:20])=[O:19])=[CH:17][C:12]=2[Cl:11])[CH:6]=1. (6) The product is: [Cl:15][CH2:11][C:9]1[CH:8]=[CH:7][C:6]2[O:1][CH2:2][CH2:3][O:4][C:5]=2[CH:10]=1. Given the reactants [O:1]1[C:6]2[CH:7]=[CH:8][C:9]([CH2:11]O)=[CH:10][C:5]=2[O:4][CH2:3][CH2:2]1.O=S(Cl)[Cl:15], predict the reaction product.